This data is from Forward reaction prediction with 1.9M reactions from USPTO patents (1976-2016). The task is: Predict the product of the given reaction. (1) Given the reactants [F:1][C:2]1[C:3]([C:10]2[CH:15]=[N:14][C:13]([C:16]([F:19])([F:18])[F:17])=[CH:12][N:11]=2)=[CH:4][C:5]([C:8]#[N:9])=[N:6][CH:7]=1.[ClH:20], predict the reaction product. The product is: [ClH:20].[F:1][C:2]1[C:3]([C:10]2[CH:15]=[N:14][C:13]([C:16]([F:18])([F:19])[F:17])=[CH:12][N:11]=2)=[CH:4][C:5]([CH2:8][NH2:9])=[N:6][CH:7]=1. (2) Given the reactants [C:1]([Si:3]([CH3:6])([CH3:5])[CH3:4])#[CH:2].[Si:7]([O:14][CH2:15][CH:16]=[O:17])([C:10]([CH3:13])([CH3:12])[CH3:11])([CH3:9])[CH3:8], predict the reaction product. The product is: [Si:7]([O:14][CH2:15][CH:16]([OH:17])[C:2]#[C:1][Si:3]([CH3:6])([CH3:5])[CH3:4])([C:10]([CH3:12])([CH3:13])[CH3:11])([CH3:9])[CH3:8]. (3) Given the reactants [F:1][C:2]1[CH:7]=[C:6]([N:8]2[C:12]([OH:13])=[CH:11][C:10]([C:14]([F:17])([F:16])[F:15])=[N:9]2)[CH:5]=[CH:4][C:3]=1[S:18]([NH2:21])(=[O:20])=[O:19].C(=O)([O-])[O-].[K+].[K+].[CH:28](I)([CH3:30])[CH3:29].[OH-].[Na+], predict the reaction product. The product is: [F:1][C:2]1[CH:7]=[C:6]([N:8]2[C:12]([O:13][CH:28]([CH3:30])[CH3:29])=[CH:11][C:10]([C:14]([F:16])([F:17])[F:15])=[N:9]2)[CH:5]=[CH:4][C:3]=1[S:18]([NH2:21])(=[O:19])=[O:20]. (4) Given the reactants C([O:9][C@@H:10]1[C@@H:38]([O:39]C(=O)C2C=CC=CC=2)[CH2:37][C@@H:36]([CH2:48][O:49]C(=O)C2C=CC=CC=2)[O:35][C@H:11]1[O:12][C:13]1[CH:18]=[C:17]([CH2:19][O:20][CH:21]2[CH2:25][CH2:24][CH2:23][O:22]2)[CH:16]=[CH:15][C:14]=1[CH2:26][C:27]1[CH:32]=[CH:31][C:30]([CH2:33][CH3:34])=[CH:29][CH:28]=1)(=O)C1C=CC=CC=1.[OH-].[Na+].C(OCC)(=O)C, predict the reaction product. The product is: [O:12]([C:13]1[CH:18]=[C:17]([CH2:19][O:20][CH:21]2[CH2:25][CH2:24][CH2:23][O:22]2)[CH:16]=[CH:15][C:14]=1[CH2:26][C:27]1[CH:28]=[CH:29][C:30]([CH2:33][CH3:34])=[CH:31][CH:32]=1)[C@@H:11]1[O:35][C@H:36]([CH2:48][OH:49])[CH2:37][C@H:38]([OH:39])[C@H:10]1[OH:9]. (5) Given the reactants [Br:1][CH2:2][C:3]1[CH:11]=[CH:10][C:6]([C:7](O)=[O:8])=[CH:5][CH:4]=1.O=S(Cl)[Cl:14], predict the reaction product. The product is: [Br:1][CH2:2][C:3]1[CH:11]=[CH:10][C:6]([C:7]([Cl:14])=[O:8])=[CH:5][CH:4]=1. (6) Given the reactants [Br:1][C:2]1[CH:7]=[CH:6][N:5]([CH2:8][CH2:9][CH2:10][CH3:11])[C:4](=[O:12])[CH:3]=1.O[C:14]1C=CN(CCC(C)C)C(=O)C=1.C(N1C=CC(O)=CC1=O)CCC.C(OC1C=CNC(=O)C=1)C1C=CC=CC=1.BrCCC(C)C, predict the reaction product. The product is: [Br:1][C:2]1[CH:7]=[CH:6][N:5]([CH2:8][CH2:9][CH:10]([CH3:14])[CH3:11])[C:4](=[O:12])[CH:3]=1. (7) Given the reactants [CH2:1]([C:4]1[NH:5][C:6]2[C:11]([CH:12]=1)=[C:10]([C:13]([F:16])([F:15])[F:14])[C:9]([C:17]#[N:18])=[CH:8][CH:7]=2)[CH2:2][CH3:3].C([O-])([O-])=O.[Cs+].[Cs+].Br[CH2:26][C:27]1[N:31]=[C:30]([C:32]2[S:33][CH:34]=[CH:35][CH:36]=2)[O:29][N:28]=1, predict the reaction product. The product is: [CH2:1]([C:4]1[N:5]([CH2:26][C:27]2[N:31]=[C:30]([C:32]3[S:33][CH:34]=[CH:35][CH:36]=3)[O:29][N:28]=2)[C:6]2[C:11]([CH:12]=1)=[C:10]([C:13]([F:15])([F:16])[F:14])[C:9]([C:17]#[N:18])=[CH:8][CH:7]=2)[CH2:2][CH3:3]. (8) Given the reactants [F:1][C:2]1[CH:7]=[CH:6][CH:5]=[C:4]([F:8])[C:3]=1[C:9]1[NH:10][C:11]([C:20]2[CH:25]=[CH:24][C:23]([NH2:26])=[C:22]([NH:27][CH2:28][CH:29]3[CH2:31][CH2:30]3)[CH:21]=2)=[C:12]([C:14]2[CH:19]=[CH:18][CH:17]=[CH:16][CH:15]=2)[N:13]=1.[CH3:32]OC(OC)OC, predict the reaction product. The product is: [CH:29]1([CH2:28][N:27]2[C:22]3[CH:21]=[C:20]([C:11]4[NH:10][C:9]([C:3]5[C:4]([F:8])=[CH:5][CH:6]=[CH:7][C:2]=5[F:1])=[N:13][C:12]=4[C:14]4[CH:19]=[CH:18][CH:17]=[CH:16][CH:15]=4)[CH:25]=[CH:24][C:23]=3[N:26]=[CH:32]2)[CH2:30][CH2:31]1. (9) Given the reactants [N:1]([C:4]1[CH:5]=[C:6]([CH:27]=[CH:28][CH:29]=1)[C:7]([NH:9][C:10]1[CH:15]=[C:14]([C:16]([CH3:19])([CH3:18])[CH3:17])[CH:13]=[C:12]([NH:20][S:21]([CH3:24])(=[O:23])=[O:22])[C:11]=1[O:25][CH3:26])=[O:8])=[N+:2]=[N-:3].[C:30]([C:32]1[CH:33]=[N:34][CH:35]=[CH:36][CH:37]=1)#[CH:31], predict the reaction product. The product is: [C:16]([C:14]1[CH:13]=[C:12]([NH:20][S:21]([CH3:24])(=[O:22])=[O:23])[C:11]([O:25][CH3:26])=[C:10]([NH:9][C:7](=[O:8])[C:6]2[CH:27]=[CH:28][CH:29]=[C:4]([N:1]3[CH:31]=[C:30]([C:32]4[CH:33]=[N:34][CH:35]=[CH:36][CH:37]=4)[N:3]=[N:2]3)[CH:5]=2)[CH:15]=1)([CH3:17])([CH3:18])[CH3:19]. (10) Given the reactants C1(C)C=CC=CC=1.[CH3:8][C:9]1[CH:14]=[CH:13][C:12](B(O)O)=[CH:11][C:10]=1[N+:18]([O-:20])=[O:19].Br[C:22]1[N:27]=[CH:26][CH:25]=[CH:24][N:23]=1.C(=O)([O-])[O-].[Na+].[Na+], predict the reaction product. The product is: [CH3:8][C:9]1[CH:14]=[CH:13][C:12]([C:22]2[N:27]=[CH:26][CH:25]=[CH:24][N:23]=2)=[CH:11][C:10]=1[N+:18]([O-:20])=[O:19].